Dataset: Forward reaction prediction with 1.9M reactions from USPTO patents (1976-2016). Task: Predict the product of the given reaction. Given the reactants [CH3:1][C:2]1[CH:7]=[C:6]([NH:8][C:9]2[N:14]=[C:13]([NH:15][C:16]3[CH:20]=[C:19]([CH3:21])[NH:18][N:17]=3)[C:12]([C:22]([F:25])([F:24])[F:23])=[CH:11][N:10]=2)[C:5]([CH3:26])=[CH:4][C:3]=1[CH:27]1[CH2:32][CH2:31][C:30](=O)[CH2:29][CH2:28]1.[NH:34]1[CH2:39][CH2:38][O:37][CH2:36][CH2:35]1.C(O)(=O)C.C([BH3-])#N.[Na+], predict the reaction product. The product is: [CH3:26][C:5]1[CH:4]=[C:3]([C@H:27]2[CH2:32][CH2:31][C@@H:30]([N:34]3[CH2:39][CH2:38][O:37][CH2:36][CH2:35]3)[CH2:29][CH2:28]2)[C:2]([CH3:1])=[CH:7][C:6]=1[NH:8][C:9]1[N:14]=[C:13]([NH:15][C:16]2[CH:20]=[C:19]([CH3:21])[NH:18][N:17]=2)[C:12]([C:22]([F:23])([F:24])[F:25])=[CH:11][N:10]=1.